This data is from Full USPTO retrosynthesis dataset with 1.9M reactions from patents (1976-2016). The task is: Predict the reactants needed to synthesize the given product. (1) Given the product [C:3]([O:7][C:8]([N:9]1[CH2:28][CH2:27][N:14]([CH2:15][CH2:16][CH:17]=[CH2:18])[C:13](=[O:19])[C:10]21[CH2:12][CH2:11]2)=[O:20])([CH3:6])([CH3:4])[CH3:5], predict the reactants needed to synthesize it. The reactants are: [H-].[Na+].[C:3]([O:7][C:8](=[O:20])[NH:9][C:10]1([C:13](=[O:19])[NH:14][CH2:15][CH2:16][CH:17]=[CH2:18])[CH2:12][CH2:11]1)([CH3:6])([CH3:5])[CH3:4].FC(F)(F)S(O[CH2:27][CH2:28]OS(C(F)(F)F)(=O)=O)(=O)=O. (2) Given the product [OH:8][C:9]1[CH:33]=[CH:32][C:31]([CH:34]2[CH2:35][CH2:36][N:37]([CH:40]([CH3:42])[CH3:41])[CH2:38][CH2:39]2)=[CH:30][C:10]=1[C:11]([NH:13][C:14]1[CH:23]=[C:22]([C:24]2[CH:29]=[CH:28][CH:27]=[CH:26][CH:25]=2)[CH:21]=[CH:20][C:15]=1[C:16]([O:18][CH3:19])=[O:17])=[O:12], predict the reactants needed to synthesize it. The reactants are: C([O:8][C:9]1[CH:33]=[CH:32][C:31]([CH:34]2[CH2:39][CH2:38][N:37]([CH:40]([CH3:42])[CH3:41])[CH2:36][CH2:35]2)=[CH:30][C:10]=1[C:11]([NH:13][C:14]1[CH:23]=[C:22]([C:24]2[CH:29]=[CH:28][CH:27]=[CH:26][CH:25]=2)[CH:21]=[CH:20][C:15]=1[C:16]([O:18][CH3:19])=[O:17])=[O:12])C1C=CC=CC=1.C(Cl)(Cl)Cl. (3) Given the product [NH2:24][C:9]1[C:8]([C:31]2[CH:32]=[CH:33][C:28]([C:26]([NH2:25])=[O:27])=[CH:29][CH:30]=2)=[CH:13][C:12]([C:14]2[CH:19]=[CH:18][C:17]([S:20]([CH3:23])(=[O:22])=[O:21])=[CH:16][CH:15]=2)=[CH:11][N:10]=1, predict the reactants needed to synthesize it. The reactants are: C([O-])([O-])=O.[K+].[K+].Br[C:8]1[C:9]([NH2:24])=[N:10][CH:11]=[C:12]([C:14]2[CH:19]=[CH:18][C:17]([S:20]([CH3:23])(=[O:22])=[O:21])=[CH:16][CH:15]=2)[CH:13]=1.[NH2:25][C:26]([C:28]1[CH:33]=[CH:32][C:31](B(O)O)=[CH:30][CH:29]=1)=[O:27]. (4) The reactants are: [F:1][C:2]1[CH:3]=[C:4]([C:8]2[C:16]3[C:11](=[CH:12][CH:13]=[C:14]([C:17]([C:19]4[S:20][CH:21]=[CH:22][CH:23]=4)=[O:18])[CH:15]=3)[N:10](CO)[N:9]=2)[CH:5]=[CH:6][CH:7]=1. Given the product [NH3:9].[F:1][C:2]1[CH:3]=[C:4]([C:8]2[C:16]3[C:11](=[CH:12][CH:13]=[C:14]([C:17]([C:19]4[S:20][CH:21]=[CH:22][CH:23]=4)=[O:18])[CH:15]=3)[NH:10][N:9]=2)[CH:5]=[CH:6][CH:7]=1, predict the reactants needed to synthesize it.